Dataset: Forward reaction prediction with 1.9M reactions from USPTO patents (1976-2016). Task: Predict the product of the given reaction. (1) The product is: [NH2:5][C:4]1[C:3]2[CH:6]=[CH:7][CH:8]=[CH:9][C:2]=2[S:10][C:11]=1[C:12]([O:14][CH3:15])=[O:13]. Given the reactants F[C:2]1[CH:9]=[CH:8][CH:7]=[CH:6][C:3]=1[C:4]#[N:5].[SH:10][CH2:11][C:12]([O:14][CH3:15])=[O:13].CC([O-])(C)C.[K+], predict the reaction product. (2) Given the reactants [CH3:1][O:2][C:3]1[N:8]=[CH:7][C:6]([NH:9][C:10]2[C:17]([C:18]3[N:26]=[C:25]([CH3:27])[N:24]=[C:23]4[C:19]=3[N:20]=[CH:21][N:22]4C3CCCCO3)=[CH:16][C:13]([CH:14]=O)=[CH:12][N:11]=2)=[CH:5][CH:4]=1.[NH2:34][CH2:35][C:36]1[CH:41]=[CH:40][CH:39]=[CH:38][N:37]=1.[BH4-].[Na+].Cl.C(O)(C(F)(F)F)=O, predict the reaction product. The product is: [CH3:1][O:2][C:3]1[N:8]=[CH:7][C:6]([NH:9][C:10]2[C:17]([C:18]3[N:26]=[C:25]([CH3:27])[N:24]=[C:23]4[C:19]=3[N:20]=[CH:21][NH:22]4)=[CH:16][C:13]([CH2:14][NH:34][CH2:35][C:36]3[CH:41]=[CH:40][CH:39]=[CH:38][N:37]=3)=[CH:12][N:11]=2)=[CH:5][CH:4]=1. (3) Given the reactants Br[C:2]1[CH:24]=[CH:23][C:5]([O:6][CH2:7][CH2:8][N:9]2[C:13]([O:14][CH2:15][CH3:16])=[CH:12][C:11]([C:17]3[CH:22]=[CH:21][CH:20]=[CH:19][CH:18]=3)=[N:10]2)=[C:4]([Cl:25])[CH:3]=1.[CH3:26][O:27][C:28]1[CH:33]=[CH:32][C:31](B(O)O)=[CH:30][CH:29]=1.C(=O)(O)[O-].[Na+], predict the reaction product. The product is: [Cl:25][C:4]1[CH:3]=[C:2]([C:31]2[CH:32]=[CH:33][C:28]([O:27][CH3:26])=[CH:29][CH:30]=2)[CH:24]=[CH:23][C:5]=1[O:6][CH2:7][CH2:8][N:9]1[C:13]([O:14][CH2:15][CH3:16])=[CH:12][C:11]([C:17]2[CH:22]=[CH:21][CH:20]=[CH:19][CH:18]=2)=[N:10]1.